The task is: Binary Classification. Given a miRNA mature sequence and a target amino acid sequence, predict their likelihood of interaction.. This data is from Experimentally validated miRNA-target interactions with 360,000+ pairs, plus equal number of negative samples. The miRNA is hsa-miR-4471 with sequence UGGGAACUUAGUAGAGGUUUAA. The protein sequence of the target gene is MPSDFISLLSADLDLESPKSLYSRESVYDLLPKELQLPPPRETSVASMSQTSGGEAGSPPPAVVAADASSAPSSSSMGGACSSFTTSSSPTIYSTSVTDSKAMQVESCSSAVGVSNRGVSEKQLTGNTVQQHPSTPKRHTVLYISPPPEDLLDNSRMSCQDEGCGLESEQSCSMWMEDSPSNFSNMSTSSYNDNTEVPRKSRKRNPKQRPGVKRRDCEESNMDIFDADSAKAPHYVLSQLTTDNKGNSKAGNGTLDSQKGTGVKKSPMLCGQYPVKSEGKELKIVVQPETQHRARYLTEG.... Result: 0 (no interaction).